This data is from HIV replication inhibition screening data with 41,000+ compounds from the AIDS Antiviral Screen. The task is: Binary Classification. Given a drug SMILES string, predict its activity (active/inactive) in a high-throughput screening assay against a specified biological target. The molecule is O=c1[nH]nc(Cc2ccccc2)n1C1CC1. The result is 0 (inactive).